Dataset: Reaction yield outcomes from USPTO patents with 853,638 reactions. Task: Predict the reaction yield, written as a fraction of the theoretical maximum amount of product (1.0 means a 100% yield; for example, 0.34 means a 34% yield). (1) The reactants are [Cl:1][C:2]1[CH:3]=[CH:4][C:5]([F:28])=[C:6]([C:8]2[N:17]=[C:16]([NH:18][C:19]3[C:24]([C:25]([OH:27])=O)=[CH:23][N:22]=[CH:21][CH:20]=3)[C:15]3[CH2:14][CH2:13][CH2:12][CH2:11][C:10]=3[N:9]=2)[CH:7]=1.C(N(CC)CC)C.[CH:36]1([NH2:39])[CH2:38][CH2:37]1.C1CN([P+](Br)(N2CCCC2)N2CCCC2)CC1.F[P-](F)(F)(F)(F)F. The catalyst is CN(C=O)C. The product is [Cl:1][C:2]1[CH:3]=[CH:4][C:5]([F:28])=[C:6]([C:8]2[N:17]=[C:16]([NH:18][C:19]3[C:24]([C:25]([NH:39][CH:36]4[CH2:38][CH2:37]4)=[O:27])=[CH:23][N:22]=[CH:21][CH:20]=3)[C:15]3[CH2:14][CH2:13][CH2:12][CH2:11][C:10]=3[N:9]=2)[CH:7]=1. The yield is 0.340. (2) The reactants are C1(C(C2C=CC=CC=2)[N:8]2[CH2:11][CH:10]([N:12]3[CH2:16][CH2:15][CH:14]([OH:17])[CH2:13]3)[CH2:9]2)C=CC=CC=1.[ClH:24]. The catalyst is C(O)C.[Pd].[OH-].[OH-].[Pd+2]. The product is [ClH:24].[ClH:24].[NH:8]1[CH2:11][CH:10]([N:12]2[CH2:16][CH2:15][CH:14]([OH:17])[CH2:13]2)[CH2:9]1. The yield is 0.790. (3) The reactants are Cl.[F:2][C:3]1[CH:10]=[CH:9][CH:8]=[C:7]([O:11][CH2:12][CH:13]2[CH2:18][CH2:17][NH:16][CH2:15][CH2:14]2)[C:4]=1[C:5]#[N:6].[Cl:19][C:20]1[CH:21]=[C:22]([CH:26]=[CH:27][CH:28]=1)[C:23](Cl)=[O:24].C(N(CC)CC)C. No catalyst specified. The product is [Cl:19][C:20]1[CH:21]=[C:22]([CH:26]=[CH:27][CH:28]=1)[C:23]([N:16]1[CH2:17][CH2:18][CH:13]([CH2:12][O:11][C:7]2[CH:8]=[CH:9][CH:10]=[C:3]([F:2])[C:4]=2[C:5]#[N:6])[CH2:14][CH2:15]1)=[O:24]. The yield is 0.770.